Dataset: Catalyst prediction with 721,799 reactions and 888 catalyst types from USPTO. Task: Predict which catalyst facilitates the given reaction. Reactant: [N:1]([CH:4]([C:6]1[N:7]=[C:8]2[S:16][CH:15]=[CH:14][N:9]2[C:10](=[O:13])[C:11]=1Br)[CH3:5])=[N+:2]=[N-:3].[F:17][C:18]1[CH:19]=[C:20](B(O)O)[CH:21]=[C:22]([F:24])[CH:23]=1.C(=O)([O-])[O-].[Na+].[Na+].O. Product: [N:1]([CH:4]([C:6]1[N:7]=[C:8]2[S:16][CH:15]=[CH:14][N:9]2[C:10](=[O:13])[C:11]=1[C:20]1[CH:19]=[C:18]([F:17])[CH:23]=[C:22]([F:24])[CH:21]=1)[CH3:5])=[N+:2]=[N-:3]. The catalyst class is: 660.